Dataset: Forward reaction prediction with 1.9M reactions from USPTO patents (1976-2016). Task: Predict the product of the given reaction. Given the reactants [CH3:1][C:2]1[N:10]=[CH:9][CH:8]=[CH:7][C:3]=1[C:4](O)=[O:5].C(N1C=CN=C1)([N:13]1C=CN=C1)=O, predict the reaction product. The product is: [CH3:1][C:2]1[N:10]=[CH:9][CH:8]=[CH:7][C:3]=1[C:4]([NH2:13])=[O:5].